Dataset: Forward reaction prediction with 1.9M reactions from USPTO patents (1976-2016). Task: Predict the product of the given reaction. (1) Given the reactants [H-].[Na+].Cl[C:4]1[C:13]2[C:8](=[CH:9][CH:10]=[CH:11][CH:12]=2)[C:7]([N+:14]([O-:16])=[O:15])=[CH:6][N:5]=1.[C:17]([O:21][C:22]([N:24]1[CH2:29][CH2:28][CH:27]([OH:30])[CH2:26][CH2:25]1)=[O:23])([CH3:20])([CH3:19])[CH3:18].Cl, predict the reaction product. The product is: [C:17]([O:21][C:22]([N:24]1[CH2:29][CH2:28][CH:27]([O:30][C:4]2[C:13]3[C:8](=[CH:9][CH:10]=[CH:11][CH:12]=3)[C:7]([N+:14]([O-:16])=[O:15])=[CH:6][N:5]=2)[CH2:26][CH2:25]1)=[O:23])([CH3:20])([CH3:18])[CH3:19]. (2) Given the reactants [CH3:1][C:2]1[N:3]([CH:15]([CH:17]2[CH2:22][CH2:21][O:20][CH2:19][CH2:18]2)[CH3:16])[C:4]2[C:9]([C:10]=1[C:11]([O:13]C)=[O:12])=[CH:8][CH:7]=[CH:6][CH:5]=2.Cl, predict the reaction product. The product is: [CH3:1][C:2]1[N:3]([CH:15]([CH:17]2[CH2:18][CH2:19][O:20][CH2:21][CH2:22]2)[CH3:16])[C:4]2[C:9]([C:10]=1[C:11]([OH:13])=[O:12])=[CH:8][CH:7]=[CH:6][CH:5]=2. (3) Given the reactants [F:1][C:2]1[CH:7]=[CH:6][C:5]([CH:8]([O:10][C:11]2[CH:15]=[C:14]([N:16]3[C:24]4[CH:23]=[C:22]([CH2:25][OH:26])[N:21]=[CH:20][C:19]=4[N:18]=[CH:17]3)[S:13][C:12]=2[C:27]([NH2:29])=[O:28])[CH3:9])=[C:4]([C:30]([F:33])([F:32])[F:31])[CH:3]=1.[CH3:34][S:35](Cl)(=[O:37])=[O:36].C(N(CC)CC)C, predict the reaction product. The product is: [CH3:34][S:35]([O:26][CH2:25][C:22]1[N:21]=[CH:20][C:19]2[N:18]=[CH:17][N:16]([C:14]3[S:13][C:12]([C:27](=[O:28])[NH2:29])=[C:11]([O:10][CH:8]([C:5]4[CH:6]=[CH:7][C:2]([F:1])=[CH:3][C:4]=4[C:30]([F:33])([F:31])[F:32])[CH3:9])[CH:15]=3)[C:24]=2[CH:23]=1)(=[O:37])=[O:36]. (4) The product is: [NH2:1][C:2]1[C:24]([Cl:25])=[CH:23][C:5]([C:6]([NH:8][C@H:9]2[CH2:14][CH2:13][N:12]([CH2:15][CH2:16][C:17]3[N:20]=[C:29]([CH3:30])[O:19][N:18]=3)[CH2:11][C@H:10]2[O:21][CH3:22])=[O:7])=[C:4]([O:26][CH3:27])[CH:3]=1. Given the reactants [NH2:1][C:2]1[C:24]([Cl:25])=[CH:23][C:5]([C:6]([NH:8][C@H:9]2[CH2:14][CH2:13][N:12]([CH2:15][CH2:16][C:17]([NH2:20])=[N:18][OH:19])[CH2:11][C@H:10]2[O:21][CH3:22])=[O:7])=[C:4]([O:26][CH3:27])[CH:3]=1.O1CCO[CH2:30][CH2:29]1, predict the reaction product. (5) Given the reactants [O:1]1[CH2:6][CH2:5][CH:4]([CH2:7][OH:8])[CH2:3][CH2:2]1.[OH-].[Na+].[C:11]1([CH3:21])[CH:16]=[CH:15][C:14]([S:17](Cl)(=[O:19])=[O:18])=[CH:13][CH:12]=1.Cl.CC1CCCCC1, predict the reaction product. The product is: [O:1]1[CH2:6][CH2:5][CH:4]([CH2:7][O:8][S:17]([C:14]2[CH:15]=[CH:16][C:11]([CH3:21])=[CH:12][CH:13]=2)(=[O:19])=[O:18])[CH2:3][CH2:2]1. (6) The product is: [C:1]([O:4][CH2:5][C:6]([N:8]1[CH2:13][CH2:12][CH:11]([C:14]2[C:19]([C:20]#[N:21])=[C:18]([S:22][CH2:27][C:28]3[N:29]=[C:30]([C:33]4[CH:38]=[CH:37][C:36]([Cl:39])=[CH:35][CH:34]=4)[S:31][CH:32]=3)[N:17]=[C:16]([NH2:23])[C:15]=2[C:24]#[N:25])[CH2:10][CH2:9]1)=[O:7])(=[O:3])[CH3:2]. Given the reactants [C:1]([O:4][CH2:5][C:6]([N:8]1[CH2:13][CH2:12][CH:11]([C:14]2[C:19]([C:20]#[N:21])=[C:18]([SH:22])[N:17]=[C:16]([NH2:23])[C:15]=2[C:24]#[N:25])[CH2:10][CH2:9]1)=[O:7])(=[O:3])[CH3:2].Cl[CH2:27][C:28]1[N:29]=[C:30]([C:33]2[CH:38]=[CH:37][C:36]([Cl:39])=[CH:35][CH:34]=2)[S:31][CH:32]=1.C(=O)(O)[O-].[Na+], predict the reaction product. (7) Given the reactants [F:1][C:2]1[C:7]([C:8]2[N:12]([S:13]([C:16]3[S:17][C:18]([C:21]4[O:25][N:24]=[CH:23][CH:22]=4)=[CH:19][CH:20]=3)(=[O:15])=[O:14])[CH:11]=[C:10]([CH2:26][N:27](C)[C:28](=O)OC(C)(C)C)[CH:9]=2)=[CH:6][CH:5]=[CH:4][N:3]=1.C(OCC)(=O)C.[ClH:42], predict the reaction product. The product is: [ClH:42].[F:1][C:2]1[C:7]([C:8]2[N:12]([S:13]([C:16]3[S:17][C:18]([C:21]4[O:25][N:24]=[CH:23][CH:22]=4)=[CH:19][CH:20]=3)(=[O:15])=[O:14])[CH:11]=[C:10]([CH2:26][NH:27][CH3:28])[CH:9]=2)=[CH:6][CH:5]=[CH:4][N:3]=1. (8) The product is: [CH2:1]([O:8][CH2:9][CH2:10][CH2:11][C:12]1[CH:17]=[CH:16][C:15]([CH2:18][C:19]2[C:20]([O:28][C@@H:38]3[O:39][C@H:34]([CH2:33][O:32][C:30](=[O:31])[CH3:29])[C@@H:35]([O:49][C:50](=[O:51])[CH3:52])[C@H:36]([O:45][C:46](=[O:47])[CH3:48])[C@H:37]3[O:41][C:42](=[O:43])[CH3:44])=[N:21][NH:22][C:23]=2[C:24]([F:27])([F:26])[F:25])=[CH:14][CH:13]=1)[C:2]1[CH:7]=[CH:6][CH:5]=[CH:4][CH:3]=1. Given the reactants [CH2:1]([O:8][CH2:9][CH2:10][CH2:11][C:12]1[CH:17]=[CH:16][C:15]([CH2:18][C:19]2[C:20](=[O:28])[NH:21][NH:22][C:23]=2[C:24]([F:27])([F:26])[F:25])=[CH:14][CH:13]=1)[C:2]1[CH:7]=[CH:6][CH:5]=[CH:4][CH:3]=1.[CH3:29][C:30]([O:32][CH2:33][C@H:34]1[O:39][C@H:38](Br)[C@H:37]([O:41][C:42]([CH3:44])=[O:43])[C@@H:36]([O:45][C:46]([CH3:48])=[O:47])[C@@H:35]1[O:49][C:50]([CH3:52])=[O:51])=[O:31].C(=O)([O-])[O-].[K+].[K+], predict the reaction product.